From a dataset of Full USPTO retrosynthesis dataset with 1.9M reactions from patents (1976-2016). Predict the reactants needed to synthesize the given product. (1) The reactants are: OC(C(F)(F)F)=O.[NH:8]1[CH2:11][CH:10]([NH:12][C:13](=[O:30])[CH2:14][NH:15][C:16]2[C:24]3[C:19](=[CH:20][CH:21]=[C:22]([C:25]([F:28])([F:27])[F:26])[CH:23]=3)[N:18]([CH3:29])[N:17]=2)[CH2:9]1.[CH2:31]([O:34][CH2:35][CH:36]1[CH2:41][CH2:40][C:39](=O)[CH2:38][CH2:37]1)[CH:32]=[CH2:33]. Given the product [CH2:31]([O:34][CH2:35][CH:36]1[CH2:41][CH2:40][CH:39]([N:8]2[CH2:9][CH:10]([NH:12][C:13](=[O:30])[CH2:14][NH:15][C:16]3[C:24]4[C:19](=[CH:20][CH:21]=[C:22]([C:25]([F:27])([F:26])[F:28])[CH:23]=4)[N:18]([CH3:29])[N:17]=3)[CH2:11]2)[CH2:38][CH2:37]1)[CH:32]=[CH2:33], predict the reactants needed to synthesize it. (2) Given the product [F:38][C:35]1[CH:36]=[CH:37][C:32]([O:31][C:9]2[NH:8][C:16]3[C:15](=[O:17])[N:14]([CH2:18][CH2:19][CH2:20][OH:21])[C:13](=[O:29])[N:12]([CH3:30])[C:11]=3[N:10]=2)=[CH:33][C:34]=1[C:39]([F:40])([F:42])[F:41], predict the reactants needed to synthesize it. The reactants are: C([N:8]1[C:16]2[C:15](=[O:17])[N:14]([CH2:18][CH2:19][CH2:20][O:21][Si](C(C)(C)C)(C)C)[C:13](=[O:29])[N:12]([CH3:30])[C:11]=2[N:10]=[C:9]1[O:31][C:32]1[CH:37]=[CH:36][C:35]([F:38])=[C:34]([C:39]([F:42])([F:41])[F:40])[CH:33]=1)C1C=CC=CC=1.C(Cl)Cl.Cl.